This data is from Forward reaction prediction with 1.9M reactions from USPTO patents (1976-2016). The task is: Predict the product of the given reaction. Given the reactants [CH2:1]([O:3][C:4]([C:6]1[CH:15]=[C:14]([O:16][CH2:17][C:18]([OH:20])=O)[C:13]2[C:8](=[CH:9][C:10]([CH3:21])=[CH:11][CH:12]=2)[N:7]=1)=[O:5])[CH3:2].C(Cl)CCl.FC1C(O)=C(F)C(F)=C(F)C=1F.FC(F)(F)C(O)=O.[CH:45]1([NH:49][C:50]([C@@H:52]2[CH2:56][CH2:55][CH2:54][NH:53]2)=[O:51])[CH2:48][CH2:47][CH2:46]1, predict the reaction product. The product is: [CH2:1]([O:3][C:4]([C:6]1[CH:15]=[C:14]([O:16][CH2:17][C:18]([N:53]2[CH2:54][CH2:55][CH2:56][C@H:52]2[C:50](=[O:51])[NH:49][CH:45]2[CH2:46][CH2:47][CH2:48]2)=[O:20])[C:13]2[C:8](=[CH:9][C:10]([CH3:21])=[CH:11][CH:12]=2)[N:7]=1)=[O:5])[CH3:2].